Task: Predict the product of the given reaction.. Dataset: Forward reaction prediction with 1.9M reactions from USPTO patents (1976-2016) (1) Given the reactants [Cl:1][C:2]1[C:3]([N:9]2[C:13]([C:14](O)=[O:15])=[CH:12][C:11]([CH3:17])=[N:10]2)=[N:4][CH:5]=[C:6]([Cl:8])[CH:7]=1.[Cl:18]CCl.C(Cl)(=O)C(Cl)=O, predict the reaction product. The product is: [Cl:1][C:2]1[C:3]([N:9]2[C:13]([C:14]([Cl:18])=[O:15])=[CH:12][C:11]([CH3:17])=[N:10]2)=[N:4][CH:5]=[C:6]([Cl:8])[CH:7]=1. (2) Given the reactants [O:1]=[C:2]1[C@@H:8]2[C@@H:4]([CH2:5][CH2:6][NH:7]2)[N:3]1[S:9]([OH:12])(=[O:11])=[O:10].[C:13](=[O:16])(O)[O-].[Na+].O=[C:19]1[CH2:27][CH2:26][CH2:25][CH2:24][N:23]([C:28]([O:30][CH2:31][C:32]2[CH:37]=[CH:36][CH:35]=[CH:34][CH:33]=2)=[O:29])[CH2:22][CH2:21][CH2:20]1.C(#[N:40])C, predict the reaction product. The product is: [CH2:31]([O:30][C:28]([N:23]1[CH2:24][CH2:25][CH2:26][CH2:27][CH:19]([NH:40][C:13]([N:7]2[CH2:6][CH2:5][C@@H:4]3[C@H:8]2[C:2](=[O:1])[N:3]3[S:9]([OH:12])(=[O:11])=[O:10])=[O:16])[CH2:20][CH2:21][CH2:22]1)=[O:29])[C:32]1[CH:37]=[CH:36][CH:35]=[CH:34][CH:33]=1. (3) Given the reactants [F:1][CH:2]([CH2:21][O:22][C:23]1[CH:28]=[CH:27][CH:26]=[C:25]([C:29]([F:32])([F:31])[F:30])[CH:24]=1)[CH2:3][CH2:4][CH:5]1[CH:12]2[CH:8]([O:9][C:10](=[O:13])[CH2:11]2)[CH2:7][CH:6]1[O:14][CH:15]1[CH2:20][CH2:19][CH2:18][CH2:17][O:16]1.[H-].C([Al+]CC(C)C)C(C)C, predict the reaction product. The product is: [F:1][CH:2]([CH2:21][O:22][C:23]1[CH:28]=[CH:27][CH:26]=[C:25]([C:29]([F:32])([F:31])[F:30])[CH:24]=1)[CH2:3][CH2:4][CH:5]1[CH:12]2[CH:8]([O:9][CH:10]([OH:13])[CH2:11]2)[CH2:7][CH:6]1[O:14][CH:15]1[CH2:20][CH2:19][CH2:18][CH2:17][O:16]1. (4) Given the reactants [CH2:1]([Li])CCC.[CH2:6]([O:8][C:9]1[CH:10]([CH3:21])[N:11]=[C:12]([O:18][CH2:19][CH3:20])[C@H:13]([CH:15]([CH3:17])[CH3:16])[N:14]=1)[CH3:7].[Cl:22][C:23]1[CH:28]=[C:27]([O:29][C:30]2[CH:35]=[CH:34][CH:33]=[C:32]([C:36]([F:39])([F:38])[F:37])[CH:31]=2)[CH:26]=[CH:25][C:24]=1[CH2:40][CH2:41]CI.O, predict the reaction product. The product is: [Cl:22][C:23]1[CH:28]=[C:27]([O:29][C:30]2[CH:35]=[CH:34][CH:33]=[C:32]([C:36]([F:37])([F:38])[F:39])[CH:31]=2)[CH:26]=[CH:25][C:24]=1[CH:40]([CH3:41])[CH2:21][C@:10]1([CH3:1])[C:9]([O:8][CH2:6][CH3:7])=[N:14][C@@H:13]([CH:15]([CH3:16])[CH3:17])[C:12]([O:18][CH2:19][CH3:20])=[N:11]1. (5) Given the reactants C([O:3][C:4]([C:6]1([CH2:12][CH:13]([CH2:16][CH3:17])[CH2:14][CH3:15])[CH2:11][CH2:10][CH2:9][CH2:8][CH2:7]1)=[O:5])C.CC([O-])(C)C.[K+].O.OS(O)(=O)=O, predict the reaction product. The product is: [CH2:16]([CH:13]([CH2:14][CH3:15])[CH2:12][C:6]1([C:4]([OH:5])=[O:3])[CH2:7][CH2:8][CH2:9][CH2:10][CH2:11]1)[CH3:17]. (6) Given the reactants [CH2:1]([N:8]1[CH2:13][CH2:12][C:11]([C:15]2[CH:20]=[CH:19][C:18]([CH2:21][CH2:22][CH2:23][CH3:24])=[CH:17][CH:16]=2)(O)[CH2:10][CH2:9]1)[C:2]1[CH:7]=[CH:6][CH:5]=[CH:4][CH:3]=1.C(O)(C(F)(F)F)=O, predict the reaction product. The product is: [CH2:1]([N:8]1[CH2:9][CH:10]=[C:11]([C:15]2[CH:16]=[CH:17][C:18]([CH2:21][CH2:22][CH2:23][CH3:24])=[CH:19][CH:20]=2)[CH2:12][CH2:13]1)[C:2]1[CH:3]=[CH:4][CH:5]=[CH:6][CH:7]=1. (7) Given the reactants [CH:1]1([C:4]([N:6]2[C:15]3[C:10](=[C:11]([O:27][C:28]4[CH:33]=[CH:32][CH:31]=[C:30](F)[N:29]=4)[C:12]([C:16]4[CH:17]=[N:18][N:19]([CH:21]5[CH2:26][CH2:25][NH:24][CH2:23][CH2:22]5)[CH:20]=4)=[CH:13][CH:14]=3)[CH2:9][CH2:8][C@@H:7]2[CH3:35])=[O:5])[CH2:3][CH2:2]1.[CH3:36][O-:37].[Na+], predict the reaction product. The product is: [CH:1]1([C:4]([N:6]2[C:15]3[C:10](=[C:11]([O:27][C:28]4[CH:33]=[CH:32][CH:31]=[C:30]([O:37][CH3:36])[N:29]=4)[C:12]([C:16]4[CH:17]=[N:18][N:19]([CH:21]5[CH2:26][CH2:25][NH:24][CH2:23][CH2:22]5)[CH:20]=4)=[CH:13][CH:14]=3)[CH2:9][CH2:8][C@@H:7]2[CH3:35])=[O:5])[CH2:3][CH2:2]1. (8) The product is: [CH3:15][O:16][C:17]1[CH:22]=[CH:21][CH:20]=[CH:19][C:18]=1[CH2:23][CH2:24][NH:25][C:12]([C:10]1[S:11][C:7]([C:4]2[CH:3]=[CH:2][N:1]=[CH:6][CH:5]=2)=[CH:8][CH:9]=1)=[O:14]. Given the reactants [N:1]1[CH:6]=[CH:5][C:4]([C:7]2[S:11][C:10]([C:12]([OH:14])=O)=[CH:9][CH:8]=2)=[CH:3][CH:2]=1.[CH3:15][O:16][C:17]1[CH:22]=[CH:21][CH:20]=[CH:19][C:18]=1[CH2:23][CH2:24][NH2:25], predict the reaction product.